This data is from Reaction yield outcomes from USPTO patents with 853,638 reactions. The task is: Predict the reaction yield, written as a fraction of the theoretical maximum amount of product (1.0 means a 100% yield; for example, 0.34 means a 34% yield). (1) The reactants are [Li+].[BH4-].[CH2:3]([O:10][N:11]1[C:17](=[O:18])[N:16]2[CH2:19][C@H:12]1[CH2:13][CH2:14][C@H:15]2[C:20](OCC)=[O:21])[C:4]1[CH:9]=[CH:8][CH:7]=[CH:6][CH:5]=1. The catalyst is CO. The product is [CH2:3]([O:10][N:11]1[C:17](=[O:18])[N:16]2[CH2:19][C@H:12]1[CH2:13][CH2:14][C@H:15]2[CH2:20][OH:21])[C:4]1[CH:5]=[CH:6][CH:7]=[CH:8][CH:9]=1. The yield is 0.880. (2) The reactants are [NH2:1][C:2]1[CH:7]=[CH:6][C:5]([NH2:8])=[CH:4][C:3]=1[S:9]([NH2:12])(=[O:11])=[O:10].ClCCl.[CH3:16][S:17](Cl)(=[O:19])=[O:18]. The catalyst is N1C=CC=CC=1. The product is [NH2:1][C:2]1[CH:7]=[CH:6][C:5]([NH:8][S:17]([CH3:16])(=[O:19])=[O:18])=[CH:4][C:3]=1[S:9]([NH2:12])(=[O:10])=[O:11]. The yield is 0.680. (3) The reactants are [OH:1][C:2]1[C:3](=[O:16])[N:4]([CH3:15])[C:5]2[C:10]([C:11]=1[C:12](Cl)=[O:13])=[CH:9][CH:8]=[CH:7][CH:6]=2.[F:17][C:18]([F:30])([F:29])[C:19]1[CH:27]=[C:26]2[C:22]([CH2:23][CH2:24][C@H:25]2[NH2:28])=[CH:21][CH:20]=1.Cl.FC(F)(F)C1C=C2C(CC[C@H]2N)=CC=1. No catalyst specified. The product is [OH:1][C:2]1[C:3](=[O:16])[N:4]([CH3:15])[C:5]2[C:10]([C:11]=1[C:12]([NH:28][C@H:25]1[C:26]3[C:22](=[CH:21][CH:20]=[C:19]([C:18]([F:17])([F:29])[F:30])[CH:27]=3)[CH2:23][CH2:24]1)=[O:13])=[CH:9][CH:8]=[CH:7][CH:6]=2. The yield is 0.200. (4) The reactants are Br[C:2]1[C:11]2[C:6](=[CH:7][CH:8]=[C:9]([OH:12])[CH:10]=2)[N:5]=[C:4]([C:13]2[CH:18]=[CH:17][C:16]([OH:19])=[C:15]([F:20])[CH:14]=2)[CH:3]=1.[Cl:21][C:22]1[CH:27]=[CH:26][C:25](B(O)O)=[CH:24][CH:23]=1. No catalyst specified. The product is [Cl:21][C:22]1[CH:27]=[CH:26][C:25]([C:2]2[C:11]3[C:6](=[CH:7][CH:8]=[C:9]([OH:12])[CH:10]=3)[N:5]=[C:4]([C:13]3[CH:18]=[CH:17][C:16]([OH:19])=[C:15]([F:20])[CH:14]=3)[CH:3]=2)=[CH:24][CH:23]=1. The yield is 0.870. (5) The reactants are [C:9](O[C:9]([O:11][C:12]([CH3:15])([CH3:14])[CH3:13])=[O:10])([O:11][C:12]([CH3:15])([CH3:14])[CH3:13])=[O:10].[CH3:16][C:17]1[CH:25]=[CH:24][CH:23]=[C:22]2[C:18]=1[CH:19]=[C:20]([C:26]([O:28][CH3:29])=[O:27])[NH:21]2. The catalyst is CN(C1C=CN=CC=1)C.C(#N)C. The product is [C:12]([O:11][C:9]([N:21]1[C:22]2[C:18](=[C:17]([CH3:16])[CH:25]=[CH:24][CH:23]=2)[CH:19]=[C:20]1[C:26]([O:28][CH3:29])=[O:27])=[O:10])([CH3:13])([CH3:14])[CH3:15]. The yield is 0.590. (6) The reactants are [C:1]([O:5][C:6](=[O:18])[NH:7][CH2:8][CH2:9][C:10]1[CH:15]=[CH:14][C:13]([CH2:16][OH:17])=[CH:12][CH:11]=1)([CH3:4])([CH3:3])[CH3:2]. The catalyst is C(Cl)Cl.O=[Mn]=O. The product is [C:1]([O:5][C:6](=[O:18])[NH:7][CH2:8][CH2:9][C:10]1[CH:15]=[CH:14][C:13]([CH:16]=[O:17])=[CH:12][CH:11]=1)([CH3:4])([CH3:2])[CH3:3]. The yield is 0.880. (7) The reactants are CC(C)([O-])C.[K+].[CH2:7]([NH:9][S:10]([CH2:13][C:14]1[CH:19]=[CH:18][C:17]([C:20]([F:23])([F:22])[F:21])=[CH:16][CH:15]=1)(=[O:12])=[O:11])[CH3:8].[C:24](OCC)(=[O:30])[C:25](OCC)=[O:26].Cl. The catalyst is C1COCC1. The product is [CH2:7]([N:9]1[C:25](=[O:26])[C:24]([OH:30])=[C:13]([C:14]2[CH:19]=[CH:18][C:17]([C:20]([F:23])([F:21])[F:22])=[CH:16][CH:15]=2)[S:10]1(=[O:11])=[O:12])[CH3:8]. The yield is 0.810. (8) The reactants are [CH3:1][O:2][C:3]1[CH:4]=[CH:5][C:6]2[O:10][C:9](=[O:11])[NH:8][C:7]=2[CH:12]=1.C([O-])([O-])=O.[K+].[K+].[CH3:19][O:20][C:21]1[CH:22]=[C:23]([CH:26]=[CH:27][CH:28]=1)[CH2:24]Br. The catalyst is CN(C=O)C. The product is [CH3:1][O:2][C:3]1[CH:4]=[CH:5][C:6]2[O:10][C:9](=[O:11])[N:8]([CH2:24][C:23]3[CH:26]=[CH:27][CH:28]=[C:21]([O:20][CH3:19])[CH:22]=3)[C:7]=2[CH:12]=1. The yield is 0.760.